From a dataset of Forward reaction prediction with 1.9M reactions from USPTO patents (1976-2016). Predict the product of the given reaction. Given the reactants [CH3:1][O:2][C:3]1[CH:4]=[C:5](/[CH:21]=[C:22]2/[C:23](=S)[NH:24][C:25](=[O:27])[S:26]/2)[CH:6]=[CH:7][C:8]=1[O:9][CH2:10][C:11]1[C:20]2[C:15](=[CH:16][CH:17]=[CH:18][CH:19]=2)[CH:14]=[CH:13][CH:12]=1.[NH3:29].CO, predict the reaction product. The product is: [NH2:29][C:23]1=[N:24][C:25](=[O:27])[S:26]/[C:22]/1=[CH:21]\[C:5]1[CH:6]=[CH:7][C:8]([O:9][CH2:10][C:11]2[C:20]3[C:15](=[CH:16][CH:17]=[CH:18][CH:19]=3)[CH:14]=[CH:13][CH:12]=2)=[C:3]([O:2][CH3:1])[CH:4]=1.